The task is: Predict the product of the given reaction.. This data is from Forward reaction prediction with 1.9M reactions from USPTO patents (1976-2016). (1) The product is: [NH2:26][C:24]1[N:23]=[CH:22][N:21]=[C:20]2[N:19]([C@H:27]3[CH2:32][CH2:31][C@@H:30]([N:33]4[CH2:34][CH2:35][N:36]([CH3:39])[CH2:37][CH2:38]4)[CH2:29][CH2:28]3)[N:18]=[C:17]([C:14]3[CH:15]=[CH:16][C:11]([NH:10][C:7]([C:4]4[CH:3]=[C:2]([CH3:1])[O:6][N:5]=4)=[O:8])=[C:12]([O:40][CH3:41])[CH:13]=3)[C:25]=12. Given the reactants [CH3:1][C:2]1[O:6][N:5]=[C:4]([C:7](Cl)=[O:8])[CH:3]=1.[NH2:10][C:11]1[CH:16]=[CH:15][C:14]([C:17]2[C:25]3[C:20](=[N:21][CH:22]=[N:23][C:24]=3[NH2:26])[N:19]([C@H:27]3[CH2:32][CH2:31][C@@H:30]([N:33]4[CH2:38][CH2:37][N:36]([CH3:39])[CH2:35][CH2:34]4)[CH2:29][CH2:28]3)[N:18]=2)=[CH:13][C:12]=1[O:40][CH3:41], predict the reaction product. (2) Given the reactants Br[C:2]1[CH:3]=[C:4]2[C:8](=[CH:9][CH:10]=1)[N:7]([C:11](=[O:19])[CH2:12][C:13]1[CH:18]=[CH:17][CH:16]=[CH:15][CH:14]=1)[CH2:6][CH2:5]2.B1(B2OC(C)(C)C(C)(C)O2)OC(C)(C)C(C)(C)O1.C([O-])(=O)C.[K+].Br[C:44]1[C:52]2[C:51]([NH2:53])=[N:50][CH:49]=[N:48][C:47]=2[N:46]([CH3:54])[CH:45]=1.C([O-])(O)=O.[Na+], predict the reaction product. The product is: [CH3:54][N:46]1[C:47]2[N:48]=[CH:49][N:50]=[C:51]([NH2:53])[C:52]=2[C:44]([C:2]2[CH:3]=[C:4]3[C:8](=[CH:9][CH:10]=2)[N:7]([C:11](=[O:19])[CH2:12][C:13]2[CH:18]=[CH:17][CH:16]=[CH:15][CH:14]=2)[CH2:6][CH2:5]3)=[CH:45]1. (3) The product is: [O:1]=[C:2]1[C:11]2[CH:12]=[CH:13][S:14][C:10]=2[C:9]2[CH:8]=[CH:7][C:6]([C:15]([NH2:21])=[O:17])=[CH:5][C:4]=2[NH:3]1. Given the reactants [O:1]=[C:2]1[C:11]2[CH:12]=[CH:13][S:14][C:10]=2[C:9]2[CH:8]=[CH:7][C:6]([C:15]([O:17]C)=O)=[CH:5][C:4]=2[NH:3]1.[OH-].[Na+].[NH3:21], predict the reaction product.